From a dataset of Forward reaction prediction with 1.9M reactions from USPTO patents (1976-2016). Predict the product of the given reaction. (1) Given the reactants [Cl:1][C:2]1[CH:7]=[CH:6][C:5]([C:8]2([NH:12][C:13]([NH2:15])=[S:14])[CH2:11][CH2:10][CH2:9]2)=[CH:4][CH:3]=1.Br[C:17]1([C:21](OCC)=[O:22])[CH2:20][CH2:19][CH2:18]1, predict the reaction product. The product is: [Cl:1][C:2]1[CH:3]=[CH:4][C:5]([C:8]2([NH:12][C:13]3[S:14][C:17]4([C:21](=[O:22])[N:15]=3)[CH2:20][CH2:19][CH2:18]4)[CH2:9][CH2:10][CH2:11]2)=[CH:6][CH:7]=1. (2) Given the reactants [NH2:1][C:2]1[C:3]2[N:11]=[C:10]([C:12]3[CH:13]=[C:14]([CH:18]=[CH:19][CH:20]=3)[C:15]([OH:17])=O)[CH:9]=[CH:8][C:4]=2[N:5]=[CH:6][N:7]=1.S(Cl)(Cl)=O.[N:25]1([CH2:30][CH2:31][NH2:32])[CH2:29][CH2:28][CH2:27][CH2:26]1, predict the reaction product. The product is: [NH2:1][C:2]1[C:3]2[N:11]=[C:10]([C:12]3[CH:13]=[C:14]([CH:18]=[CH:19][CH:20]=3)[C:15]([NH:32][CH2:31][CH2:30][N:25]3[CH2:29][CH2:28][CH2:27][CH2:26]3)=[O:17])[CH:9]=[CH:8][C:4]=2[N:5]=[CH:6][N:7]=1. (3) Given the reactants [C:1]1([C:7]([C:12]([CH:14]2[CH2:19][CH2:18][CH2:17][CH2:16][CH2:15]2)=[O:13])([CH3:11])[CH2:8][CH:9]=O)[CH:6]=[CH:5][CH:4]=[CH:3][CH:2]=1.Cl.[CH3:21][O:22][C:23]1[CH:28]=[CH:27][CH:26]=[CH:25][C:24]=1[N:29]1[CH2:34][CH2:33][NH:32][CH2:31][CH2:30]1.C(O)(=O)C.C(O[BH-](OC(=O)C)OC(=O)C)(=O)C.[Na+], predict the reaction product. The product is: [CH3:21][O:22][C:23]1[CH:28]=[CH:27][CH:26]=[CH:25][C:24]=1[N:29]1[CH2:34][CH2:33][N:32]([CH2:9][CH2:8][C:7]([C:12]([CH:14]2[CH2:19][CH2:18][CH2:17][CH2:16][CH2:15]2)=[O:13])([C:1]2[CH:6]=[CH:5][CH:4]=[CH:3][CH:2]=2)[CH3:11])[CH2:31][CH2:30]1. (4) Given the reactants [CH2:1]([N:3]1[CH:11]=[C:10]2[C:5]([CH:6]=[CH:7][C:8]([CH2:12]O)=[CH:9]2)=[N:4]1)[CH3:2].C1(P(C2C=CC=CC=2)C2C=CC=CC=2)C=CC=CC=1.[C:33]1(=[O:43])[NH:37][C:36](=[O:38])[C:35]2=[CH:39][CH:40]=[CH:41][CH:42]=[C:34]12.CCOC(/N=N/C(OCC)=O)=O.C1(C)C=CC=CC=1, predict the reaction product. The product is: [CH2:1]([N:3]1[CH:11]=[C:10]2[C:5]([CH:6]=[CH:7][C:8]([CH2:12][N:37]3[C:33](=[O:43])[C:34]4[C:35](=[CH:39][CH:40]=[CH:41][CH:42]=4)[C:36]3=[O:38])=[CH:9]2)=[N:4]1)[CH3:2]. (5) Given the reactants [NH2:1][C:2]1[CH:3]=[CH:4][C:5]([N:10]2[CH2:15][CH2:14][O:13][CH2:12][CH2:11]2)=[C:6]([CH2:8][OH:9])[CH:7]=1.C(N([CH2:21][CH3:22])CC)C.[C:23](OC(=O)C)(=[O:25])[CH3:24].[OH2:30], predict the reaction product. The product is: [C:23]([O:9][CH2:8][C:6]1[CH:7]=[C:2]([NH:1][C:21](=[O:30])[CH3:22])[CH:3]=[CH:4][C:5]=1[N:10]1[CH2:15][CH2:14][O:13][CH2:12][CH2:11]1)(=[O:25])[CH3:24]. (6) Given the reactants [NH2:1][CH:2]1[C:15]2[C:6](=[CH:7][CH:8]=[C:9]3[C:14]=2[CH:13]=[CH:12][CH:11]=[N:10]3)[N:5]([C:16](=[O:18])[CH3:17])[CH:4]([CH3:19])[CH2:3]1.C(N([CH2:25][CH3:26])CC)C.[Cl-:27].[NH4+], predict the reaction product. The product is: [Cl:27][C:26]1[CH:25]=[CH:4][C:3]([NH:1][CH:2]2[C:15]3[C:6](=[CH:7][CH:8]=[C:9]4[C:14]=3[CH:13]=[CH:12][CH:11]=[N:10]4)[N:5]([C:16](=[O:18])[CH3:17])[CH:4]([CH3:19])[CH2:3]2)=[CH:2][CH:15]=1. (7) Given the reactants C(N1C(C2CN(C)C2)=CC(C2C=C(C(F)(F)F)C(N)=NC=2)=N1)(C)C.[CH:25]1([CH2:28][N:29]2[C:33]([CH:34]3[CH2:37][N:36]([C:38](=[O:40])[CH3:39])[CH2:35]3)=[CH:32][C:31](I)=[N:30]2)[CH2:27][CH2:26]1.[F:42][C:43]([F:63])([F:62])[C:44]1[C:52]2[C:47](=[N:48][CH:49]=[C:50](B3OC(C)(C)C(C)(C)O3)[CH:51]=2)[NH:46][CH:45]=1, predict the reaction product. The product is: [CH:25]1([CH2:28][N:29]2[C:33]([CH:34]3[CH2:37][N:36]([C:38](=[O:40])[CH3:39])[CH2:35]3)=[CH:32][C:31]([C:50]3[CH:51]=[C:52]4[C:44]([C:43]([F:62])([F:63])[F:42])=[CH:45][NH:46][C:47]4=[N:48][CH:49]=3)=[N:30]2)[CH2:27][CH2:26]1.